From a dataset of Reaction yield outcomes from USPTO patents with 853,638 reactions. Predict the reaction yield, written as a fraction of the theoretical maximum amount of product (1.0 means a 100% yield; for example, 0.34 means a 34% yield). (1) The catalyst is C(Cl)(Cl)Cl. The reactants are [CH:1]1([C:4]2[CH:5]=[N:6][N:7]([CH3:17])[C:8]=2[C:9]2[CH:10]=[C:11]([C:14]([OH:16])=O)[S:12][CH:13]=2)[CH2:3][CH2:2]1.[NH2:18][C@@H:19]([CH2:32][C:33]1[CH:38]=[CH:37][CH:36]=[CH:35][C:34]=1[C:39]([F:42])([F:41])[F:40])[CH2:20][N:21]1[C:29](=[O:30])[C:28]2[C:23](=[CH:24][CH:25]=[CH:26][CH:27]=2)[C:22]1=[O:31].C1CN([P+](Br)(N2CCCC2)N2CCCC2)CC1.F[P-](F)(F)(F)(F)F.CCN(C(C)C)C(C)C. The product is [CH:1]1([C:4]2[CH:5]=[N:6][N:7]([CH3:17])[C:8]=2[C:9]2[CH:10]=[C:11]([C:14]([NH:18][C@@H:19]([CH2:32][C:33]3[CH:38]=[CH:37][CH:36]=[CH:35][C:34]=3[C:39]([F:42])([F:40])[F:41])[CH2:20][N:21]3[C:29](=[O:30])[C:28]4[C:23](=[CH:24][CH:25]=[CH:26][CH:27]=4)[C:22]3=[O:31])=[O:16])[S:12][CH:13]=2)[CH2:2][CH2:3]1. The yield is 0.660. (2) The reactants are [C:1]1([C@@H:7]([CH2:9][OH:10])[NH2:8])[CH:6]=[CH:5][CH:4]=[CH:3][CH:2]=1.[C:11](OCC)(=[O:15])[C:12]([CH3:14])=O. The catalyst is C(O)C(F)(F)F. The product is [CH3:14][C:12]1[C:11](=[O:15])[O:10][CH2:9][C@H:7]([C:1]2[CH:6]=[CH:5][CH:4]=[CH:3][CH:2]=2)[N:8]=1. The yield is 0.440. (3) The reactants are [CH:1]1([N:6]2[C:15]3[N:14]=[C:13]([NH:16][C:17]4[CH:18]=[CH:19][C:20]([C:26]([OH:28])=O)=[C:21]5[C:25]=4[O:24][CH2:23][CH2:22]5)[N:12]=[CH:11][C:10]=3[N:9]([CH3:29])[C:8](=[O:30])[C@H:7]2[CH2:31][CH3:32])[CH2:5][CH2:4][CH2:3][CH2:2]1.F[B-](F)(F)F.[N:38]1(OC(N(C)C)=[N+](C)C)C2C=CC=CC=2N=N1.C(N(C(C)C)CC)(C)C.[CH3:64][N:65]1[CH2:70][CH2:69][CH:68](N)[CH2:67][CH2:66]1.[Cl-].[Na+]. The catalyst is ClCCl. The product is [CH:1]1([N:6]2[C:15]3[N:14]=[C:13]([NH:16][C:17]4[CH:18]=[CH:19][C:20]([C:26]([NH:38][CH:66]5[CH2:67][CH2:68][CH2:69][CH2:70][N:65]5[CH3:64])=[O:28])=[C:21]5[C:25]=4[O:24][CH2:23][CH2:22]5)[N:12]=[CH:11][C:10]=3[N:9]([CH3:29])[C:8](=[O:30])[C@H:7]2[CH2:31][CH3:32])[CH2:2][CH2:3][CH2:4][CH2:5]1. The yield is 0.790. (4) The reactants are [F:1][C:2]1[CH:7]=[CH:6][C:5](B(O)O)=[CH:4][CH:3]=1.C(=O)([O-])[O-].[Na+].[Na+].Br[C:18]1[C:19]([N:27]2[CH2:32][CH2:31][N:30]([C:33]([O:35][C:36]([CH3:39])([CH3:38])[CH3:37])=[O:34])[CH2:29][CH2:28]2)=[C:20]2[CH:26]=[CH:25][NH:24][C:21]2=[N:22][CH:23]=1. The catalyst is O1CCOCC1.C1C=CC([P]([Pd]([P](C2C=CC=CC=2)(C2C=CC=CC=2)C2C=CC=CC=2)([P](C2C=CC=CC=2)(C2C=CC=CC=2)C2C=CC=CC=2)[P](C2C=CC=CC=2)(C2C=CC=CC=2)C2C=CC=CC=2)(C2C=CC=CC=2)C2C=CC=CC=2)=CC=1. The product is [F:1][C:2]1[CH:7]=[CH:6][C:5]([C:18]2[C:19]([N:27]3[CH2:32][CH2:31][N:30]([C:33]([O:35][C:36]([CH3:39])([CH3:38])[CH3:37])=[O:34])[CH2:29][CH2:28]3)=[C:20]3[CH:26]=[CH:25][NH:24][C:21]3=[N:22][CH:23]=2)=[CH:4][CH:3]=1. The yield is 0.664. (5) The reactants are [CH3:1][C:2]1[C:6]([C:7]2[CH:12]=[CH:11][CH:10]=[CH:9][CH:8]=2)=[C:5]([CH3:13])[N:4]([C:14]2[CH:19]=[CH:18][C:17]([CH2:20][CH2:21][NH:22][C:23]([NH:25][S:26]([C:29]3[CH:34]=[CH:33][C:32]([CH3:35])=[CH:31][CH:30]=3)(=[O:28])=[O:27])=[O:24])=[CH:16][CH:15]=2)[N:3]=1.ClCCl.C(N(CC)CC)C.C(Cl)(=O)[O:47]C1C=CC=CC=1. The catalyst is O. The product is [C:32]1([CH3:35])[CH:31]=[CH:30][C:29]([S:26]([OH:27])(=[O:28])=[O:47])=[CH:34][CH:33]=1.[CH3:1][C:2]1[C:6]([C:7]2[CH:12]=[CH:11][CH:10]=[CH:9][CH:8]=2)=[C:5]([CH3:13])[N:4]([C:14]2[CH:19]=[CH:18][C:17]([CH2:20][CH2:21][NH:22][C:23]([NH:25][S:26]([C:29]3[CH:34]=[CH:33][CH:32]=[CH:31][CH:30]=3)(=[O:27])=[O:28])=[O:24])=[CH:16][CH:15]=2)[N:3]=1. The yield is 0.820.